From a dataset of Full USPTO retrosynthesis dataset with 1.9M reactions from patents (1976-2016). Predict the reactants needed to synthesize the given product. (1) The reactants are: [CH2:1]=[CH:2][CH:3]([SH:14])[CH2:4][CH2:5][CH2:6][CH2:7][CH2:8][CH2:9][CH2:10][CH2:11][CH2:12][CH3:13].[N+:15]([C:18]1[CH:19]=[CH:20][C:21]([S:24][S:24][C:21]2[CH:20]=[CH:19][C:18]([N+:15]([O-:17])=[O:16])=[CH:23][N:22]=2)=[N:22][CH:23]=1)([O-:17])=[O:16]. Given the product [N+:15]([C:18]1[CH:19]=[CH:20][C:21]([S:24][S:14][CH:3]([CH2:4][CH2:5][CH2:6][CH2:7][CH2:8][CH2:9][CH2:10][CH2:11][CH2:12][CH3:13])[CH:2]=[CH2:1])=[N:22][CH:23]=1)([O-:17])=[O:16], predict the reactants needed to synthesize it. (2) Given the product [OH:6][C@@H:5]1[CH2:4][O:3][CH2:2][C@H:1]1[NH:13][S:10]([CH:8]([CH3:9])[CH3:7])(=[O:12])=[O:11], predict the reactants needed to synthesize it. The reactants are: [CH:1]12[O:6][CH:5]1[CH2:4][O:3][CH2:2]2.[CH3:7][CH:8]([S:10]([NH2:13])(=[O:12])=[O:11])[CH3:9].C(=O)([O-])[O-].[K+].[K+]. (3) Given the product [CH3:20][C:2]1[C:11]([C:12]([O:14][CH3:15])=[O:13])=[N:10][C:9]2[NH:8][C:7](=[O:16])[CH2:6][S:5][C:4]=2[CH:3]=1, predict the reactants needed to synthesize it. The reactants are: Br[C:2]1[C:11]([C:12]([O:14][CH3:15])=[O:13])=[N:10][C:9]2[NH:8][C:7](=[O:16])[CH2:6][S:5][C:4]=2[CH:3]=1.[Li+].[Cl-].[Sn](C)(C)(C)[CH3:20]. (4) Given the product [N:1]1[CH:6]=[CH:5][CH:4]=[C:3]([CH2:7][CH2:8][CH2:9][N:11]2[CH2:12][CH2:13][N:14]([C:17]([O:19][C:20]([CH3:23])([CH3:22])[CH3:21])=[O:18])[CH2:15][CH2:16]2)[CH:2]=1, predict the reactants needed to synthesize it. The reactants are: [N:1]1[CH:6]=[CH:5][CH:4]=[C:3]([CH2:7][CH2:8][C:9]([N:11]2[CH2:16][CH2:15][N:14]([C:17]([O:19][C:20]([CH3:23])([CH3:22])[CH3:21])=[O:18])[CH2:13][CH2:12]2)=O)[CH:2]=1.B.O1CCCC1.CO. (5) Given the product [C:11]([C:10]1[C:9](=[O:13])[NH:8][C:7]2[S:14][CH:15]=[C:16]([C:17]3[CH:18]=[CH:19][C:20]([C:23]4[CH:28]=[CH:27][CH:26]=[CH:25][C:24]=4[OH:29])=[CH:21][CH:22]=3)[C:6]=2[C:5]=1[OH:4])(=[NH:12])[CH3:1], predict the reactants needed to synthesize it. The reactants are: [CH3:1][Mg+].[Br-].[OH:4][C:5]1[C:6]2[C:16]([C:17]3[CH:22]=[CH:21][C:20]([C:23]4[CH:28]=[CH:27][CH:26]=[CH:25][C:24]=4[OH:29])=[CH:19][CH:18]=3)=[CH:15][S:14][C:7]=2[NH:8][C:9](=[O:13])[C:10]=1[C:11]#[N:12].